The task is: Predict the reactants needed to synthesize the given product.. This data is from Full USPTO retrosynthesis dataset with 1.9M reactions from patents (1976-2016). (1) Given the product [C:6]([C:5]1[C:4]([F:13])=[CH:3][C:2]([NH:1][C:16](=[O:17])[O:18][C:19]([CH3:22])([CH3:21])[CH3:20])=[C:9]([N+:10]([O-:12])=[O:11])[CH:8]=1)#[N:7], predict the reactants needed to synthesize it. The reactants are: [NH2:1][C:2]1[C:9]([N+:10]([O-:12])=[O:11])=[CH:8][C:5]([C:6]#[N:7])=[C:4]([F:13])[CH:3]=1.[H-].[Na+].[C:16](O[C:16]([O:18][C:19]([CH3:22])([CH3:21])[CH3:20])=[O:17])([O:18][C:19]([CH3:22])([CH3:21])[CH3:20])=[O:17]. (2) Given the product [C:21]([O:20][C:18]([N:14]1[CH2:13][CH2:12][C:11]2([N:7]([C:1]3[CH:2]=[CH:3][CH:4]=[CH:5][CH:6]=3)[CH2:8][NH:9][C:10]2=[O:17])[CH2:16][CH2:15]1)=[O:19])([CH3:24])([CH3:23])[CH3:22], predict the reactants needed to synthesize it. The reactants are: [C:1]1([N:7]2[C:11]3([CH2:16][CH2:15][NH:14][CH2:13][CH2:12]3)[C:10](=[O:17])[NH:9][CH2:8]2)[CH:6]=[CH:5][CH:4]=[CH:3][CH:2]=1.[C:18](O[C:18]([O:20][C:21]([CH3:24])([CH3:23])[CH3:22])=[O:19])([O:20][C:21]([CH3:24])([CH3:23])[CH3:22])=[O:19].C(N(C(C)C)CC)(C)C. (3) Given the product [OH:40][CH2:39][CH:36]1[CH2:37][CH2:38][N:34]([C:20]2[CH:28]=[CH:27][C:26]([S:29](=[O:33])(=[O:32])[NH:30][CH3:31])=[CH:25][C:21]=2[C:22]([OH:24])=[O:23])[CH2:35]1, predict the reactants needed to synthesize it. The reactants are: CS(C1C=CC(N2CCCC2)=C(C=1)C(O)=O)(=O)=O.Cl[C:20]1[CH:28]=[CH:27][C:26]([S:29](=[O:33])(=[O:32])[NH:30][CH3:31])=[CH:25][C:21]=1[C:22]([OH:24])=[O:23].[NH:34]1[CH2:38][CH2:37][CH:36]([CH2:39][OH:40])[CH2:35]1. (4) Given the product [CH3:1][O:2][C:3](=[O:21])[C:4]1[CH:9]=[C:8]([C:10](=[O:12])[CH2:11][Br:22])[CH:7]=[CH:6][C:5]=1[O:13][CH2:14][C:15]1[CH:16]=[CH:17][CH:18]=[CH:19][CH:20]=1, predict the reactants needed to synthesize it. The reactants are: [CH3:1][O:2][C:3](=[O:21])[C:4]1[CH:9]=[C:8]([C:10](=[O:12])[CH3:11])[CH:7]=[CH:6][C:5]=1[O:13][CH2:14][C:15]1[CH:20]=[CH:19][CH:18]=[CH:17][CH:16]=1.[Br:22]Br.C(OCC)C.